Dataset: Peptide-MHC class II binding affinity with 134,281 pairs from IEDB. Task: Regression. Given a peptide amino acid sequence and an MHC pseudo amino acid sequence, predict their binding affinity value. This is MHC class II binding data. (1) The peptide sequence is VPEKYTIGATYAPEE. The MHC is DRB3_0101 with pseudo-sequence DRB3_0101. The binding affinity (normalized) is 0.112. (2) The MHC is HLA-DPA10201-DPB11401 with pseudo-sequence HLA-DPA10201-DPB11401. The peptide sequence is EKKYFAATQFEPLYA. The binding affinity (normalized) is 0.886. (3) The peptide sequence is LAEGIVLASAALGPL. The MHC is DRB1_1301 with pseudo-sequence DRB1_1301. The binding affinity (normalized) is 0.495. (4) The peptide sequence is PHHTALRQAILCWGELMTLA. The MHC is DRB1_0101 with pseudo-sequence DRB1_0101. The binding affinity (normalized) is 0.494. (5) The binding affinity (normalized) is 0.515. The MHC is DRB3_0301 with pseudo-sequence DRB3_0301. The peptide sequence is KKNGGDAMYMALIAAFS. (6) The peptide sequence is EWATPFPHRKGVLFN. The MHC is HLA-DPA10301-DPB10402 with pseudo-sequence HLA-DPA10301-DPB10402. The binding affinity (normalized) is 0.0897. (7) The peptide sequence is TEGRCLHYTVDKSKPKVY. The MHC is DRB1_0301 with pseudo-sequence DRB1_0301. The binding affinity (normalized) is 0.125. (8) The peptide sequence is AFKVAATAANAAPAI. The MHC is DRB1_1001 with pseudo-sequence DRB1_1001. The binding affinity (normalized) is 0.911. (9) The peptide sequence is SEDLGKTFSVGTGNC. The MHC is DRB1_1301 with pseudo-sequence DRB1_1301. The binding affinity (normalized) is 0.290.